From a dataset of Reaction yield outcomes from USPTO patents with 853,638 reactions. Predict the reaction yield, written as a fraction of the theoretical maximum amount of product (1.0 means a 100% yield; for example, 0.34 means a 34% yield). (1) The reactants are [Cl:1][C:2]1[CH:3]=[CH:4][C:5]([OH:18])=[C:6]([C:8](=[O:17])/[CH:9]=[CH:10]/[C:11]2[CH:16]=[CH:15][CH:14]=[CH:13][CH:12]=2)[CH:7]=1.C(N(CC)C(C)C)(C)C.[F:28][C:29]([F:42])([F:41])[S:30](O[S:30]([C:29]([F:42])([F:41])[F:28])(=[O:32])=[O:31])(=[O:32])=[O:31].[NH4+].[Cl-]. The catalyst is C(Cl)Cl.O. The product is [Cl:1][C:2]1[CH:3]=[CH:4][C:5]([O:18][S:30]([C:29]([F:42])([F:41])[F:28])(=[O:32])=[O:31])=[C:6]([C:8](=[O:17])/[CH:9]=[CH:10]/[C:11]2[CH:12]=[CH:13][CH:14]=[CH:15][CH:16]=2)[CH:7]=1. The yield is 0.970. (2) The reactants are [Cl:1][C:2]1[C:6]([NH:7][C:8](=[O:10])[CH3:9])=[CH:5][N:4]([C:11]2[CH:12]=[N:13][CH:14]=[CH:15][CH:16]=2)[N:3]=1.O1CC[CH2:19][CH2:18]1.CC(C)([O-])C.[Na+].C(Br)C. The catalyst is O.C(OCC)(=O)C. The product is [Cl:1][C:2]1[C:6]([N:7]([CH2:18][CH3:19])[C:8](=[O:10])[CH3:9])=[CH:5][N:4]([C:11]2[CH:12]=[N:13][CH:14]=[CH:15][CH:16]=2)[N:3]=1. The yield is 0.890. (3) The reactants are [C:1]([C:3]1[CH:8]=[CH:7][C:6]([C:9]2[N:10]=[CH:11][O:12][C:13]=2[C:14](OCC)=[O:15])=[CH:5][CH:4]=1)#[N:2].[Li+].[BH4-]. The catalyst is C1COCC1. The product is [OH:15][CH2:14][C:13]1[O:12][CH:11]=[N:10][C:9]=1[C:6]1[CH:7]=[CH:8][C:3]([C:1]#[N:2])=[CH:4][CH:5]=1. The yield is 0.660. (4) The reactants are Cl[C:2]1[CH:7]=[C:6]2[CH2:8][O:9][C:10]3[CH:41]=[C:40]4[C:13]([CH:14]=[CH:15][C:16]5[N:20]=[C:19]([C@@H:21]6[CH2:25][C@H:24]([O:26][CH2:27][CH3:28])[CH2:23][N:22]6[C:29](=[O:39])[C@@H:30]([NH:34][C:35](=[O:38])[O:36][CH3:37])[CH:31]([CH3:33])[CH3:32])[NH:18][C:17]=54)=[CH:12][C:11]=3[C:5]2=[CH:4][CH:3]=1.[CH3:42][C:43]1([CH3:59])[C:47]([CH3:49])([CH3:48])[O:46][B:45]([B:45]2[O:46][C:47]([CH3:49])([CH3:48])[C:43]([CH3:59])([CH3:42])[O:44]2)[O:44]1.C([O-])(=O)C.[K+].C1(P(C2CCCCC2)C2C=CC=CC=2C2C(C(C)C)=CC(C(C)C)=CC=2C(C)C)CCCCC1. The catalyst is O1CCOCC1.C1C=CC(/C=C/C(/C=C/C2C=CC=CC=2)=O)=CC=1.C1C=CC(/C=C/C(/C=C/C2C=CC=CC=2)=O)=CC=1.[Pd]. The product is [CH2:27]([O:26][C@@H:24]1[CH2:23][N:22]([C:29](=[O:39])[C@@H:30]([NH:34][C:35](=[O:38])[O:36][CH3:37])[CH:31]([CH3:33])[CH3:32])[C@H:21]([C:19]2[NH:18][C:17]3[C:40]4[C:13]([CH:14]=[CH:15][C:16]=3[N:20]=2)=[CH:12][C:11]2[C:5]3[C:6]([CH2:8][O:9][C:10]=2[CH:41]=4)=[CH:7][C:2]([B:45]2[O:46][C:47]([CH3:49])([CH3:48])[C:43]([CH3:59])([CH3:42])[O:44]2)=[CH:3][CH:4]=3)[CH2:25]1)[CH3:28]. The yield is 0.730. (5) The reactants are [C:1]([CH2:3][C:4]([O:6][CH2:7][CH3:8])=[O:5])#[N:2].C(N(C(C)C)CC)(C)C.Br[CH2:19][C:20]([C:22]1[C:27]([F:28])=[CH:26][CH:25]=[CH:24][C:23]=1[F:29])=[O:21]. The catalyst is O1CCCC1. The product is [C:1]([CH:3]([CH2:19][C:20]([C:22]1[C:23]([F:29])=[CH:24][CH:25]=[CH:26][C:27]=1[F:28])=[O:21])[C:4]([O:6][CH2:7][CH3:8])=[O:5])#[N:2]. The yield is 0.810. (6) The reactants are [N:1]1[C:2]([C:10](/[C:12](=[CH:18]\[N:19](C)C)/[C:13]([O:15][CH2:16][CH3:17])=[O:14])=O)=[N:3][N:4]2[CH:9]=[CH:8][CH:7]=[CH:6][C:5]=12.O.[NH2:23]N. The catalyst is C(O)C. The product is [N:1]1[C:2]([C:10]2[C:12]([C:13]([O:15][CH2:16][CH3:17])=[O:14])=[CH:18][NH:19][N:23]=2)=[N:3][N:4]2[CH:9]=[CH:8][CH:7]=[CH:6][C:5]=12. The yield is 0.760. (7) The reactants are [C:1]([O:4][CH2:5][C:6]1[CH:32]=[CH:31][C:9]2[N:10]3[C:28]([C:29]#[N:30])=[CH:27][CH:26]=[C:11]3[C:12]3([CH2:18][CH2:17][N:16](C(OC(C)(C)C)=O)[CH2:15][CH2:14]3)[O:13][C:8]=2[CH:7]=1)(=[O:3])[CH3:2].C(O)(C(F)(F)F)=O. The catalyst is C(Cl)Cl. The product is [C:1]([O:4][CH2:5][C:6]1[CH:32]=[CH:31][C:9]2[N:10]3[C:28]([C:29]#[N:30])=[CH:27][CH:26]=[C:11]3[C:12]3([CH2:14][CH2:15][NH:16][CH2:17][CH2:18]3)[O:13][C:8]=2[CH:7]=1)(=[O:3])[CH3:2]. The yield is 0.620. (8) The reactants are Cl[C:2](=[O:8])[CH2:3][C:4]([O:6][CH3:7])=[O:5].[CH2:9]([NH:12][C:13]1[CH:18]=[CH:17][C:16]([F:19])=[CH:15][CH:14]=1)[CH:10]=[CH2:11].CCN(C(C)C)C(C)C.O. The catalyst is CN(C1C=CN=CC=1)C.C(Cl)Cl. The product is [CH2:9]([N:12]([C:13]1[CH:14]=[CH:15][C:16]([F:19])=[CH:17][CH:18]=1)[C:2](=[O:8])[CH2:3][C:4]([O:6][CH3:7])=[O:5])[CH:10]=[CH2:11]. The yield is 0.920. (9) The reactants are [ClH:1].[F:2][C:3]1[CH:8]=[CH:7][C:6]([CH:9]([C:22]([N:24]2[CH2:29][CH2:28][N:27]([C:30]3[C:31]4[C@H:38]([CH3:39])[S:37][CH2:36][C:32]=4[N:33]=[CH:34][N:35]=3)[CH2:26][CH2:25]2)=[O:23])[CH2:10][N:11]([CH:19]([CH3:21])[CH3:20])C(=O)OC(C)(C)C)=[CH:5][CH:4]=1. The catalyst is CCOCC.C(Cl)Cl. The yield is 0.630. The product is [ClH:1].[ClH:1].[F:2][C:3]1[CH:8]=[CH:7][C:6]([CH:9]([CH2:10][NH:11][CH:19]([CH3:21])[CH3:20])[C:22]([N:24]2[CH2:29][CH2:28][N:27]([C:30]3[C:31]4[C@H:38]([CH3:39])[S:37][CH2:36][C:32]=4[N:33]=[CH:34][N:35]=3)[CH2:26][CH2:25]2)=[O:23])=[CH:5][CH:4]=1. (10) The reactants are Br[C:2]1[C:3]([NH:13][CH2:14][CH:15]=[CH2:16])=[CH:4][C:5]([Cl:12])=[N:6][C:7]=1[C:8]([O:10][CH3:11])=[O:9].C([O-])(=O)C.[Na+]. The catalyst is [Pd].C1(P(C2C=CC=CC=2)C2C=CC=CC=2)C=CC=CC=1.C1(P(C2C=CC=CC=2)C2C=CC=CC=2)C=CC=CC=1.C1(P(C2C=CC=CC=2)C2C=CC=CC=2)C=CC=CC=1.C1(P(C2C=CC=CC=2)C2C=CC=CC=2)C=CC=CC=1.O. The product is [Cl:12][C:5]1[N:6]=[C:7]([C:8]([O:10][CH3:11])=[O:9])[C:2]2[C:15]([CH3:16])=[CH:14][NH:13][C:3]=2[CH:4]=1. The yield is 0.470.